This data is from Peptide-MHC class II binding affinity with 134,281 pairs from IEDB. The task is: Regression. Given a peptide amino acid sequence and an MHC pseudo amino acid sequence, predict their binding affinity value. This is MHC class II binding data. (1) The peptide sequence is QVPSASMGRDIKVQF. The MHC is DRB1_0405 with pseudo-sequence DRB1_0405. The binding affinity (normalized) is 0.230. (2) The peptide sequence is IRPGLLIGFGLRTLW. The MHC is DRB4_0101 with pseudo-sequence DRB4_0103. The binding affinity (normalized) is 0.280.